The task is: Predict the reaction yield, written as a fraction of the theoretical maximum amount of product (1.0 means a 100% yield; for example, 0.34 means a 34% yield).. This data is from Reaction yield outcomes from USPTO patents with 853,638 reactions. (1) The reactants are [C:1]([O:5][C:6](=[O:24])[CH2:7][C:8](=[O:23])[CH2:9][CH2:10][C:11]1[CH:16]=[CH:15][C:14]([C:17]2[CH:22]=[CH:21][CH:20]=[CH:19][CH:18]=2)=[CH:13][CH:12]=1)([CH3:4])([CH3:3])[CH3:2].[H-].[Na+].Br[CH2:28][CH2:29][O:30][Si:31]([C:34]([CH3:37])([CH3:36])[CH3:35])([CH3:33])[CH3:32]. The catalyst is CN(C)C=O. The product is [C:14]1([C:17]2[CH:18]=[CH:19][CH:20]=[CH:21][CH:22]=2)[CH:13]=[CH:12][C:11]([CH2:10][CH2:9][C:8](=[O:23])[CH:7]([CH2:28][CH2:29][O:30][Si:31]([C:34]([CH3:37])([CH3:36])[CH3:35])([CH3:33])[CH3:32])[C:6]([O:5][C:1]([CH3:4])([CH3:2])[CH3:3])=[O:24])=[CH:16][CH:15]=1. The yield is 0.590. (2) The reactants are Br[C:2]1[CH:3]=[C:4]([CH2:9][NH:10][C:11](=[O:38])[CH2:12][CH2:13][C:14]([NH:16][CH2:17][C:18]2[C:19]([NH:31][CH:32]3[CH2:37][CH2:36][O:35][CH2:34][CH2:33]3)=[C:20]3[CH:28]=[N:27][N:26]([CH2:29][CH3:30])[C:21]3=[N:22][C:23]=2[CH2:24][CH3:25])=[O:15])[CH:5]=[CH:6][C:7]=1[CH3:8].[CH:39]([C:41]1[CH:42]=[C:43](B(O)O)[CH:44]=[CH:45][CH:46]=1)=[O:40].C(=O)([O-])[O-].[Na+].[Na+]. The catalyst is O1CCOCC1.O.CCOC(C)=O.[Pd].C1(P(C2C=CC=CC=2)C2C=CC=CC=2)C=CC=CC=1.C1(P(C2C=CC=CC=2)C2C=CC=CC=2)C=CC=CC=1.C1(P(C2C=CC=CC=2)C2C=CC=CC=2)C=CC=CC=1.C1(P(C2C=CC=CC=2)C2C=CC=CC=2)C=CC=CC=1. The product is [CH2:29]([N:26]1[C:21]2=[N:22][C:23]([CH2:24][CH3:25])=[C:18]([CH2:17][NH:16][C:14](=[O:15])[CH2:13][CH2:12][C:11]([NH:10][CH2:9][C:4]3[CH:3]=[C:2]([C:45]4[CH:44]=[CH:43][CH:42]=[C:41]([CH:39]=[O:40])[CH:46]=4)[C:7]([CH3:8])=[CH:6][CH:5]=3)=[O:38])[C:19]([NH:31][CH:32]3[CH2:37][CH2:36][O:35][CH2:34][CH2:33]3)=[C:20]2[CH:28]=[N:27]1)[CH3:30]. The yield is 0.471.